This data is from hERG potassium channel inhibition data for cardiac toxicity prediction from Karim et al.. The task is: Regression/Classification. Given a drug SMILES string, predict its toxicity properties. Task type varies by dataset: regression for continuous values (e.g., LD50, hERG inhibition percentage) or binary classification for toxic/non-toxic outcomes (e.g., AMES mutagenicity, cardiotoxicity, hepatotoxicity). Dataset: herg_karim. (1) The molecule is CCN(CC)C(=O)C1(c2ccccc2)CC1CN. The result is 0 (non-blocker). (2) The compound is C[C@H](N)C(=O)N1CCN(c2cnc3cc(C(F)(F)F)cc(NCc4cccc([N+](=O)[O-])c4)c3c2)CC1. The result is 1 (blocker). (3) The molecule is C[C@H]([C@@H](O)c1ccc2c(c1)OCC(=O)N2)N1CCC(O)(c2ccc(F)cc2)CC1. The result is 1 (blocker). (4) The compound is CCN(CC)c1ccc(NC(=O)C2(NC(=O)OC(C)C)CCc3cccc(Br)c3C2)cc1. The result is 1 (blocker). (5) The drug is CC(C)(C)NC(=O)c1c[nH]c2ncc(-c3nn(CCCN4CCOCC4)c4ccc(OC(F)F)cc34)nc12. The result is 1 (blocker).